From a dataset of Catalyst prediction with 721,799 reactions and 888 catalyst types from USPTO. Predict which catalyst facilitates the given reaction. (1) Product: [Cl:1][C:2]1[CH:3]=[CH:4][C:5]([CH:8]2[C:9]3[C:10](=[N:11][N:12]([CH3:15])[C:13]=3[CH3:14])[C:16](=[O:17])[N:19]2[CH2:20][C:21]2[CH:22]=[CH:23][C:24]([O:27][CH3:28])=[CH:25][CH:26]=2)=[CH:6][CH:7]=1. Reactant: [Cl:1][C:2]1[CH:7]=[CH:6][C:5]([CH:8]([NH:19][CH2:20][C:21]2[CH:26]=[CH:25][C:24]([O:27][CH3:28])=[CH:23][CH:22]=2)[C:9]2[C:10]([C:16](O)=[O:17])=[N:11][N:12]([CH3:15])[C:13]=2[CH3:14])=[CH:4][CH:3]=1. The catalyst class is: 25. (2) The catalyst class is: 132. Product: [CH:22]([SiH:21]([C:18]#[CH:19])[CH:5]([CH3:4])[CH3:6])([CH3:24])[CH3:23]. Reactant: CCC[CH2:4][CH2:5][CH3:6].C[Si](C#C)(C)C.[Li+].CCC[CH2-].[CH:18]([SiH:21](Cl)[CH:22]([CH3:24])[CH3:23])(C)[CH3:19].